This data is from Full USPTO retrosynthesis dataset with 1.9M reactions from patents (1976-2016). The task is: Predict the reactants needed to synthesize the given product. (1) Given the product [Cl:1][C:2]1[CH:3]=[CH:4][C:5]([O:18][CH3:19])=[C:6]([C:8]2[C:11]3[CH:16]=[CH:15][CH:14]=[CH:13][C:12]=3[O:10][N:9]=2)[CH:7]=1, predict the reactants needed to synthesize it. The reactants are: [Cl:1][C:2]1[CH:3]=[CH:4][C:5]([O:18][CH3:19])=[C:6]([C:8]([C:11]2[CH:16]=[CH:15][CH:14]=[CH:13][C:12]=2F)=[N:9][OH:10])[CH:7]=1.CC(C)([O-])C.[K+]. (2) Given the product [S:5]1[CH:6]=[C:2]([C:12]2[C:13]([O:15][CH3:16])=[N:14][C:9]([O:8][CH3:7])=[N:10][CH:11]=2)[CH:3]=[N:4]1, predict the reactants needed to synthesize it. The reactants are: Br[C:2]1[CH:3]=[N:4][S:5][CH:6]=1.[CH3:7][O:8][C:9]1[N:14]=[C:13]([O:15][CH3:16])[C:12](B(O)O)=[CH:11][N:10]=1.C([O-])(O)=O.[Na+]. (3) The reactants are: [C:1]([O:5][C:6](=[O:33])[CH2:7][O:8][C@H:9]1[CH2:32][O:31][C:12]2=[CH:13][CH:14]=[C:15]3[C:19]([N:18]([CH2:20][C@H:21]([O:23][Si](C(C)(C)C)(C)C)[CH3:22])[N:17]=[CH:16]3)=[C:11]2[CH2:10]1)([CH3:4])([CH3:3])[CH3:2].[F-].C([N+](CCCC)(CCCC)CCCC)CCC.C(=O)(O)[O-].[Na+]. Given the product [C:1]([O:5][C:6](=[O:33])[CH2:7][O:8][C@H:9]1[CH2:32][O:31][C:12]2=[CH:13][CH:14]=[C:15]3[C:19]([N:18]([CH2:20][C@H:21]([OH:23])[CH3:22])[N:17]=[CH:16]3)=[C:11]2[CH2:10]1)([CH3:2])([CH3:3])[CH3:4], predict the reactants needed to synthesize it. (4) Given the product [CH3:17][C:18]1[N:24]([CH:25]2[CH2:30][CH2:29][C:28](=[O:31])[NH:27][C:26]2=[O:32])[C:4](=[O:6])[C:3]2[C:2](=[CH:10][CH:9]=[C:8]([N+:11]([O-:13])=[O:12])[CH:7]=2)[N:1]=1, predict the reactants needed to synthesize it. The reactants are: [NH2:1][C:2]1[CH:10]=[CH:9][C:8]([N+:11]([O-:13])=[O:12])=[CH:7][C:3]=1[C:4]([OH:6])=O.N1[CH:18]=[CH:17]N=C1.C(Cl)(=O)C.Cl.[NH2:24][CH:25]1[CH2:30][CH2:29][C:28](=[O:31])[NH:27][C:26]1=[O:32].P(OC1C=CC=CC=1)(OC1C=CC=CC=1)OC1C=CC=CC=1. (5) Given the product [CH:13]1([C:16]2[NH:20][C:19]3[CH:28]=[C:29]([C:40]4[C:41]([CH3:46])=[N:42][O:43][C:44]=4[CH3:45])[CH:30]=[C:31]([C:32]([C:6]4[C:2]([CH3:1])=[N:3][O:4][C:5]=4[CH3:7])([C:33]4[CH:34]=[N:35][CH:36]=[CH:37][CH:38]=4)[OH:39])[C:18]=3[N:17]=2)[CH2:14][CH2:15]1, predict the reactants needed to synthesize it. The reactants are: [CH3:1][C:2]1[CH:6]=[C:5]([CH3:7])[O:4][N:3]=1.C([Li])CCC.[CH:13]1([C:16]2[N:20](C(OC(C)(C)C)=O)[C:19]3[CH:28]=[C:29]([C:40]4[C:41]([CH3:46])=[N:42][O:43][C:44]=4[CH3:45])[CH:30]=[C:31]([C:32](=[O:39])[C:33]4[CH:38]=[CH:37][CH:36]=[N:35][CH:34]=4)[C:18]=3[N:17]=2)[CH2:15][CH2:14]1.O.